Dataset: NCI-60 drug combinations with 297,098 pairs across 59 cell lines. Task: Regression. Given two drug SMILES strings and cell line genomic features, predict the synergy score measuring deviation from expected non-interaction effect. (1) Drug 1: C1=CC(=CC=C1CC(C(=O)O)N)N(CCCl)CCCl.Cl. Drug 2: CCC(=C(C1=CC=CC=C1)C2=CC=C(C=C2)OCCN(C)C)C3=CC=CC=C3.C(C(=O)O)C(CC(=O)O)(C(=O)O)O. Cell line: UACC62. Synergy scores: CSS=8.81, Synergy_ZIP=-4.07, Synergy_Bliss=-3.62, Synergy_Loewe=-7.96, Synergy_HSA=-3.39. (2) Drug 1: C1=NC2=C(N1)C(=S)N=C(N2)N. Drug 2: CNC(=O)C1=NC=CC(=C1)OC2=CC=C(C=C2)NC(=O)NC3=CC(=C(C=C3)Cl)C(F)(F)F. Cell line: HOP-62. Synergy scores: CSS=50.1, Synergy_ZIP=2.23, Synergy_Bliss=0.389, Synergy_Loewe=1.19, Synergy_HSA=4.92. (3) Drug 1: CC1C(C(=O)NC(C(=O)N2CCCC2C(=O)N(CC(=O)N(C(C(=O)O1)C(C)C)C)C)C(C)C)NC(=O)C3=C4C(=C(C=C3)C)OC5=C(C(=O)C(=C(C5=N4)C(=O)NC6C(OC(=O)C(N(C(=O)CN(C(=O)C7CCCN7C(=O)C(NC6=O)C(C)C)C)C)C(C)C)C)N)C. Drug 2: C1=CN(C(=O)N=C1N)C2C(C(C(O2)CO)O)O.Cl. Cell line: HCT116. Synergy scores: CSS=46.0, Synergy_ZIP=-0.330, Synergy_Bliss=-6.28, Synergy_Loewe=-8.83, Synergy_HSA=-3.51. (4) Drug 1: CC(C)(C#N)C1=CC(=CC(=C1)CN2C=NC=N2)C(C)(C)C#N. Drug 2: CN(C(=O)NC(C=O)C(C(C(CO)O)O)O)N=O. Cell line: HCC-2998. Synergy scores: CSS=5.22, Synergy_ZIP=-1.02, Synergy_Bliss=-3.54, Synergy_Loewe=3.87, Synergy_HSA=-6.37. (5) Drug 1: CNC(=O)C1=NC=CC(=C1)OC2=CC=C(C=C2)NC(=O)NC3=CC(=C(C=C3)Cl)C(F)(F)F. Drug 2: CS(=O)(=O)OCCCCOS(=O)(=O)C. Cell line: HS 578T. Synergy scores: CSS=-4.44, Synergy_ZIP=3.19, Synergy_Bliss=1.20, Synergy_Loewe=-8.45, Synergy_HSA=-7.23. (6) Drug 1: COC1=C(C=C2C(=C1)N=CN=C2NC3=CC(=C(C=C3)F)Cl)OCCCN4CCOCC4. Drug 2: CN1C2=C(C=C(C=C2)N(CCCl)CCCl)N=C1CCCC(=O)O.Cl. Cell line: SK-OV-3. Synergy scores: CSS=36.8, Synergy_ZIP=-3.94, Synergy_Bliss=-0.471, Synergy_Loewe=-28.2, Synergy_HSA=-0.177. (7) Drug 1: CC1=C2C(C(=O)C3(C(CC4C(C3C(C(C2(C)C)(CC1OC(=O)C(C(C5=CC=CC=C5)NC(=O)OC(C)(C)C)O)O)OC(=O)C6=CC=CC=C6)(CO4)OC(=O)C)OC)C)OC. Drug 2: CC1=C2C(C(=O)C3(C(CC4C(C3C(C(C2(C)C)(CC1OC(=O)C(C(C5=CC=CC=C5)NC(=O)C6=CC=CC=C6)O)O)OC(=O)C7=CC=CC=C7)(CO4)OC(=O)C)O)C)OC(=O)C. Cell line: NCI/ADR-RES. Synergy scores: CSS=5.39, Synergy_ZIP=-0.0193, Synergy_Bliss=0.772, Synergy_Loewe=-3.82, Synergy_HSA=-1.82. (8) Drug 1: C1=CC(=CC=C1CCC2=CNC3=C2C(=O)NC(=N3)N)C(=O)NC(CCC(=O)O)C(=O)O. Drug 2: CC12CCC3C(C1CCC2O)C(CC4=C3C=CC(=C4)O)CCCCCCCCCS(=O)CCCC(C(F)(F)F)(F)F. Cell line: HCC-2998. Synergy scores: CSS=37.9, Synergy_ZIP=2.80, Synergy_Bliss=3.13, Synergy_Loewe=-6.96, Synergy_HSA=1.59. (9) Drug 1: CC1=C(C=C(C=C1)NC2=NC=CC(=N2)N(C)C3=CC4=NN(C(=C4C=C3)C)C)S(=O)(=O)N.Cl. Drug 2: CCC1=C2CN3C(=CC4=C(C3=O)COC(=O)C4(CC)O)C2=NC5=C1C=C(C=C5)O. Cell line: PC-3. Synergy scores: CSS=16.1, Synergy_ZIP=-1.26, Synergy_Bliss=2.10, Synergy_Loewe=-9.91, Synergy_HSA=2.48. (10) Drug 1: CC1=C2C(C(=O)C3(C(CC4C(C3C(C(C2(C)C)(CC1OC(=O)C(C(C5=CC=CC=C5)NC(=O)OC(C)(C)C)O)O)OC(=O)C6=CC=CC=C6)(CO4)OC(=O)C)O)C)O. Drug 2: CC1=C(C(=O)C2=C(C1=O)N3CC4C(C3(C2COC(=O)N)OC)N4)N. Cell line: SW-620. Synergy scores: CSS=44.7, Synergy_ZIP=0.454, Synergy_Bliss=2.47, Synergy_Loewe=3.46, Synergy_HSA=6.49.